The task is: Predict the product of the given reaction.. This data is from Forward reaction prediction with 1.9M reactions from USPTO patents (1976-2016). (1) The product is: [CH2:1]([N:3]1[C:7]2[C:8]([NH2:12])=[CH:9][CH:10]=[CH:11][C:6]=2[N:5]=[C:4]1[CH3:16])[CH3:2]. Given the reactants [CH2:1]([N:3]1[C:7]2[C:8]([NH:12]C(=O)C)=[CH:9][CH:10]=[CH:11][C:6]=2[N:5]=[C:4]1[CH3:16])[CH3:2].[NH4+].[OH-], predict the reaction product. (2) Given the reactants Br.[CH3:2][S:3]([C:6]1[CH:7]=[C:8]([C:12]2[S:16][C:15]([NH2:17])=[N:14][C:13]=2[CH3:18])[CH:9]=[CH:10][CH:11]=1)(=[O:5])=[O:4].CCN(C(C)C)C(C)C.[CH2:28]([O:30][C:31](=[O:37])[CH2:32][CH2:33][N:34]=[C:35]=[O:36])[CH3:29], predict the reaction product. The product is: [CH2:28]([O:30][C:31](=[O:37])[CH2:32][CH2:33][NH:34][C:35]([NH:17][C:15]1[S:16][C:12]([C:8]2[CH:9]=[CH:10][CH:11]=[C:6]([S:3]([CH3:2])(=[O:4])=[O:5])[CH:7]=2)=[C:13]([CH3:18])[N:14]=1)=[O:36])[CH3:29]. (3) Given the reactants [OH:1][C@@:2]1([CH2:9][C:10]2[CH:23]=[C:22](O)[C:21]3[C:20](=[O:25])[C:19]4[C:14](=[CH:15][CH:16]=[CH:17][CH:18]=4)[C:13](=[O:26])[C:12]=3[C:11]=2[OH:27])[CH2:6][CH:5](O)[O:4][C@H:3]1[CH3:8].[OH-:28].[Na+].[O-]S(S([O-])=O)=O.[Na+].[Na+], predict the reaction product. The product is: [OH:28][C:22]1[C:23]2[CH2:5][CH2:6][C@:2]([OH:1])([C@@H:3]([OH:4])[CH3:8])[CH2:9][C:10]=2[C:11]([OH:27])=[C:12]2[C:21]=1[C:20](=[O:25])[C:19]1[CH:18]=[CH:17][CH:16]=[CH:15][C:14]=1[C:13]2=[O:26]. (4) Given the reactants [C:1]([N:4]1[CH2:13][CH2:12][C:11]2[N:10]=[C:9]3[CH:14]=[CH:15][C:16]([C:18]#[N:19])=[CH:17][C:8]3=[C:7](Cl)[C:6]=2[CH2:5]1)(=[O:3])[CH3:2].Cl.[Cl:22][C:23]1[CH:24]=[C:25]([CH:28]=[CH:29][C:30]=1[O:31][CH3:32])[CH2:26][NH2:27].[Na+].[I-].CCOC(C)=O.CO, predict the reaction product. The product is: [C:1]([N:4]1[CH2:13][CH2:12][C:11]2[N:10]=[C:9]3[CH:14]=[CH:15][C:16]([C:18]#[N:19])=[CH:17][C:8]3=[C:7]([NH:27][CH2:26][C:25]3[CH:28]=[CH:29][C:30]([O:31][CH3:32])=[C:23]([Cl:22])[CH:24]=3)[C:6]=2[CH2:5]1)(=[O:3])[CH3:2]. (5) Given the reactants [NH2:1][CH2:2][CH2:3][C:4]1[CH:9]=[CH:8][C:7]([C:10]2[C:11]3[C:12]4[CH:25]=[CH:24][S:23][C:13]=4[C:14](=O)[NH:15][C:16]=3[CH:17]=[CH:18][C:19]=2[O:20]C)=[CH:6][C:5]=1[F:26].BrB(Br)Br, predict the reaction product. The product is: [NH2:1][CH2:2][CH2:3][C:4]1[CH:9]=[CH:8][C:7]([C:10]2[C:11]3[C:12]4[CH:25]=[CH:24][S:23][C:13]=4[CH:14]=[N:15][C:16]=3[CH:17]=[CH:18][C:19]=2[OH:20])=[CH:6][C:5]=1[F:26]. (6) Given the reactants Br[C:2]1[CH:10]=[C:9]2[C:5]([CH2:6][CH2:7][N:8]2[C:11]([O:13][C:14]([CH3:17])([CH3:16])[CH3:15])=[O:12])=[CH:4][CH:3]=1.[CH2:18]([Sn](CCCC)(CCCC)C=C)[CH2:19]CC.CC1C=CC=C(C)C=1CN1C2C(=CC=C(C(O)=O)C=2)C=C1, predict the reaction product. The product is: [CH:18]([C:2]1[CH:10]=[C:9]2[C:5]([CH2:6][CH2:7][N:8]2[C:11]([O:13][C:14]([CH3:17])([CH3:16])[CH3:15])=[O:12])=[CH:4][CH:3]=1)=[CH2:19]. (7) Given the reactants [CH:1]1([OH:4])[CH2:3][CH2:2]1.[H-].[Na+].F[C:8]1[CH:15]=[C:14]([F:16])[CH:13]=[CH:12][C:9]=1[C:10]#[N:11], predict the reaction product. The product is: [CH:1]1([O:4][C:8]2[CH:15]=[C:14]([F:16])[CH:13]=[CH:12][C:9]=2[C:10]#[N:11])[CH2:3][CH2:2]1.